From a dataset of Full USPTO retrosynthesis dataset with 1.9M reactions from patents (1976-2016). Predict the reactants needed to synthesize the given product. (1) Given the product [OH:91][C@H:87]([CH2:15][OH:22])[CH2:88][CH2:89][CH2:90][C:59]([O:66][C:67]([CH3:70])([CH3:69])[CH3:68])=[O:65], predict the reactants needed to synthesize it. The reactants are: CC[C@H]1[C@H]2C[C@H]([C@H](OC3C4C(=CC=CC=4)C(O[C@H](C4C=CN=C5C=4C=C(OC)C=C5)[C@@H]4N5C[C@H](CC)[C@@H](CC5)C4)=NN=3)C3C=CN=C4C=3C=[C:15]([O:22]C)C=C4)N(CC2)C1.[C:59]([O:66][C:67]([CH3:70])([CH3:69])[CH3:68])(=[O:65])CCCC=C.CCOC(C)=O.S(S([O-])=O)([O-])(=O)=O.[Na+].[Na+].O.[CH2:87]([OH:91])[CH2:88][CH2:89][CH3:90]. (2) Given the product [CH2:28]([C:9]1[C:10]2[C:15](=[CH:14][CH:13]=[CH:12][C:11]=2[NH:16][C:17]([C:19]2[N:23]3[CH:24]=[CH:25][CH:26]=[CH:27][C:22]3=[N:21][CH:20]=2)=[O:18])[N:7]([CH2:6][C:3]2[CH:4]=[CH:5][N:1]([CH2:36][CH3:37])[N:2]=2)[N:8]=1)[CH3:29], predict the reactants needed to synthesize it. The reactants are: [NH:1]1[CH:5]=[CH:4][C:3]([CH2:6][N:7]2[C:15]3[C:10](=[C:11]([NH:16][C:17]([C:19]4[N:23]5[CH:24]=[CH:25][CH:26]=[CH:27][C:22]5=[N:21][CH:20]=4)=[O:18])[CH:12]=[CH:13][CH:14]=3)[C:9]([CH2:28][CH3:29])=[N:8]2)=[N:2]1.CN(C=O)C.Br[CH2:36][CH3:37].O.[OH-].[Cs+]. (3) Given the product [NH2:18][C:15]1[N:16]=[CH:17][C:12]([C:10]2[CH:9]=[CH:8][C:7]3[O:1][CH2:2][CH2:3][N:4]([C:30]([C:29]4[CH:33]=[CH:34][C:35]([S:36]([CH3:39])(=[O:38])=[O:37])=[C:27]([F:26])[C:28]=4[CH3:40])=[O:31])[CH2:5][C:6]=3[CH:11]=2)=[CH:13][CH:14]=1, predict the reactants needed to synthesize it. The reactants are: [O:1]1[C:7]2[CH:8]=[CH:9][C:10]([C:12]3[CH:13]=[CH:14][C:15]([NH2:18])=[N:16][CH:17]=3)=[CH:11][C:6]=2[CH2:5][NH:4][CH2:3][CH2:2]1.C(N(CC)CC)C.[F:26][C:27]1[C:28]([CH3:40])=[C:29]([CH:33]=[CH:34][C:35]=1[S:36]([CH3:39])(=[O:38])=[O:37])[C:30](Cl)=[O:31]. (4) Given the product [CH3:1][N:2]([CH3:15])[C:3]([C@H:5]1[CH2:10][CH2:9][C@H:8]([C:11]([OH:13])=[O:12])[CH2:7][CH2:6]1)=[O:4], predict the reactants needed to synthesize it. The reactants are: [CH3:1][N:2]([CH3:15])[C:3]([C@H:5]1[CH2:10][CH2:9][C@H:8]([C:11]([O:13]C)=[O:12])[CH2:7][CH2:6]1)=[O:4].[OH-].[Na+]. (5) Given the product [CH2:30]([O:29][C:27]([C:26]1[CH:25]=[N:24][N:23]([CH2:40][C:39]2[CH:42]=[CH:43][C:36]([CH2:35][Cl:34])=[CH:37][CH:38]=2)[C:22]=1[C:21]([F:20])([F:32])[F:33])=[O:28])[CH3:31].[CH2:30]([O:29][C:27]([C:26]1[C:22]([C:21]([F:20])([F:32])[F:33])=[N:23][N:24]([CH2:40][C:39]2[CH:42]=[CH:43][C:36]([CH2:35][Cl:34])=[CH:37][CH:38]=2)[CH:25]=1)=[O:28])[CH3:31], predict the reactants needed to synthesize it. The reactants are: C1(P(C2C=CC=CC=2)C2C=CC=CC=2)C=CC=CC=1.[F:20][C:21]([F:33])([F:32])[C:22]1[C:26]([C:27]([O:29][CH2:30][CH3:31])=[O:28])=[CH:25][NH:24][N:23]=1.[Cl:34][CH2:35][C:36]1[CH:43]=[CH:42][C:39]([CH2:40]O)=[CH:38][CH:37]=1.N(C(OC(C)C)=O)=NC(OC(C)C)=O.